From a dataset of Full USPTO retrosynthesis dataset with 1.9M reactions from patents (1976-2016). Predict the reactants needed to synthesize the given product. (1) Given the product [Br:24][C:19]1[C:20]([CH3:23])=[N:21][O:22][C:18]=1[NH:17][S:2]([C:5]1[S:6][C:7]([C:10]2[CH:15]=[CH:14][C:13]([CH3:16])=[CH:12][CH:11]=2)=[CH:8][CH:9]=1)(=[O:4])=[O:3], predict the reactants needed to synthesize it. The reactants are: Cl[S:2]([C:5]1[S:6][C:7]([C:10]2[CH:15]=[CH:14][C:13]([CH3:16])=[CH:12][CH:11]=2)=[CH:8][CH:9]=1)(=[O:4])=[O:3].[NH2:17][C:18]1[O:22][N:21]=[C:20]([CH3:23])[C:19]=1[Br:24]. (2) Given the product [CH3:1][O:2][C:3]1[CH:4]=[CH:5][C:6]2[NH:12][C:11](=[O:13])[N:10]([CH:14]3[CH2:15][CH2:16][N:17]([C:20]4[N:25]=[CH:24][N:23]=[C:22]([C:26]([OH:28])=[O:27])[C:21]=4[CH3:33])[CH2:18][CH2:19]3)[CH2:9][CH2:8][C:7]=2[CH:34]=1, predict the reactants needed to synthesize it. The reactants are: [CH3:1][O:2][C:3]1[CH:4]=[CH:5][C:6]2[NH:12][C:11](=[O:13])[N:10]([CH:14]3[CH2:19][CH2:18][N:17]([C:20]4[N:25]=[CH:24][N:23]=[C:22]([C:26]([O:28]C(C)(C)C)=[O:27])[C:21]=4[CH3:33])[CH2:16][CH2:15]3)[CH2:9][CH2:8][C:7]=2[CH:34]=1.FC1C=C2C(=CC=1)NCC2.CN(C(ON1N=NC2C=CC=CC1=2)=[N+](C)C)C.[B-](F)(F)(F)F. (3) Given the product [CH2:1]([O:17][S:26]([CH3:25])(=[O:28])=[O:27])[CH2:2][CH2:3][CH2:4][CH2:5][CH2:6][CH2:7][CH2:8][CH2:9][CH2:10][CH2:11][CH2:12][CH2:13][CH2:14][CH2:15][CH3:16], predict the reactants needed to synthesize it. The reactants are: [CH2:1]([OH:17])[CH2:2][CH2:3][CH2:4][CH2:5][CH2:6][CH2:7][CH2:8][CH2:9][CH2:10][CH2:11][CH2:12][CH2:13][CH2:14][CH2:15][CH3:16].C(N(CC)CC)C.[CH3:25][S:26](Cl)(=[O:28])=[O:27]. (4) The reactants are: [N+:1]([C:4]1[CH:5]=[C:6]([CH:9]=[C:10]([N+:12]([O-:14])=[O:13])[CH:11]=1)[CH2:7][OH:8])([O-:3])=[O:2].[F:15][C:16]([F:43])([C:29]1[CH:34]=[CH:33][C:32]([O:35][CH2:36][CH2:37][CH2:38][C:39]([F:42])([F:41])[F:40])=[CH:31][CH:30]=1)[O:17][C:18]1[CH:23]=[CH:22][C:21](/[CH:24]=[CH:25]/[C:26](O)=[O:27])=[CH:20][CH:19]=1.Cl.CN(C)CCCN=C=NCC. Given the product [F:15][C:16]([F:43])([C:29]1[CH:34]=[CH:33][C:32]([O:35][CH2:36][CH2:37][CH2:38][C:39]([F:42])([F:41])[F:40])=[CH:31][CH:30]=1)[O:17][C:18]1[CH:23]=[CH:22][C:21](/[CH:24]=[CH:25]/[C:26]([O:8][CH2:7][C:6]2[CH:5]=[C:4]([N+:1]([O-:3])=[O:2])[CH:11]=[C:10]([N+:12]([O-:14])=[O:13])[CH:9]=2)=[O:27])=[CH:20][CH:19]=1, predict the reactants needed to synthesize it. (5) The reactants are: [Li+].[Cl-].C([O:5][C:6]([C@H:8]1[C@H:13]([C:14]2[CH:19]=[CH:18][C:17]([F:20])=[CH:16][CH:15]=2)[CH2:12][C:11](=O)[N:10]([CH3:22])[C:9]1=O)=O)C.O.[OH-].[Na+]. Given the product [F:20][C:17]1[CH:18]=[CH:19][C:14]([C@@H:13]2[CH2:12][CH2:11][N:10]([CH3:22])[CH2:9][C@H:8]2[CH2:6][OH:5])=[CH:15][CH:16]=1, predict the reactants needed to synthesize it. (6) Given the product [CH2:1]([NH:8][C:27]1[C:28]([CH3:31])=[C:29]([CH3:30])[C:24]([O:23][CH2:16][C:17]2[CH:22]=[CH:21][CH:20]=[CH:19][CH:18]=2)=[C:25]([CH3:33])[N:26]=1)[C:2]1[CH:7]=[CH:6][CH:5]=[CH:4][CH:3]=1, predict the reactants needed to synthesize it. The reactants are: [CH2:1]([NH2:8])[C:2]1[CH:7]=[CH:6][CH:5]=[CH:4][CH:3]=1.C1(C)C=CC=CC=1.[CH2:16]([O:23][C:24]1[C:25]([CH3:33])=[N:26][C:27](Br)=[C:28]([CH3:31])[C:29]=1[CH3:30])[C:17]1[CH:22]=[CH:21][CH:20]=[CH:19][CH:18]=1.CC([O-])(C)C.[Na+]. (7) Given the product [Cl:5][C:6]1[CH:23]=[CH:22][C:21]([F:24])=[CH:20][C:7]=1[CH2:8][N:9]1[C:15](=[O:16])[C:14]([CH3:19])=[N:13][NH:12][C:10]1=[S:11], predict the reactants needed to synthesize it. The reactants are: CO[Na].[Na].[Cl:5][C:6]1[CH:23]=[CH:22][C:21]([F:24])=[CH:20][C:7]=1[CH2:8][NH:9][C:10]([NH:12][N:13]=[C:14]([CH3:19])[C:15](OC)=[O:16])=[S:11]. (8) Given the product [CH3:11][C:12]([OH:27])(/[CH:14]=[CH:15]\[CH:16]([OH:26])[CH2:17][CH:18]([CH3:25])[CH2:19]/[CH:20]=[CH:21]\[CH2:22][CH2:23][CH3:24])[CH3:13], predict the reactants needed to synthesize it. The reactants are: N1C2C(=CC=CC=2)C=CC=1.[CH3:11][C:12]([OH:27])([C:14]#[C:15][CH:16]([OH:26])[CH2:17][CH:18]([CH3:25])[CH2:19]/[CH:20]=[CH:21]\[CH2:22][CH2:23][CH3:24])[CH3:13].